Task: Predict the reaction yield, written as a fraction of the theoretical maximum amount of product (1.0 means a 100% yield; for example, 0.34 means a 34% yield).. Dataset: Reaction yield outcomes from USPTO patents with 853,638 reactions (1) The reactants are C([BH3-])#N.[Na+].[CH3:5][N:6]1[C:14]2[C:9](=[CH:10][CH:11]=[CH:12][CH:13]=2)[CH:8]=[CH:7]1. The catalyst is C(O)(=O)C.O. The product is [CH3:5][N:6]1[C:14]2[C:9](=[CH:10][CH:11]=[CH:12][CH:13]=2)[CH2:8][CH2:7]1. The yield is 0.150. (2) The reactants are [CH3:1][C:2]1([CH3:19])[CH2:6][O:5][C:4]2[CH:7]=[C:8]([CH3:18])[C:9]([C:11]3[N:12]=[CH:13][C:14]([NH2:17])=[N:15][CH:16]=3)=[CH:10][C:3]1=2.[Cl:20][C:21]1[CH:29]=[CH:28][CH:27]=[CH:26][C:22]=1[C:23](Cl)=[O:24]. No catalyst specified. The product is [Cl:20][C:21]1[CH:29]=[CH:28][CH:27]=[CH:26][C:22]=1[C:23]([NH:17][C:14]1[CH:13]=[N:12][C:11]([C:9]2[C:8]([CH3:18])=[CH:7][C:4]3[O:5][CH2:6][C:2]([CH3:19])([CH3:1])[C:3]=3[CH:10]=2)=[CH:16][N:15]=1)=[O:24]. The yield is 0.501. (3) The reactants are [Br:1][C:2]1[CH:3]=[C:4]([SH:8])[CH:5]=[CH:6][CH:7]=1.[OH-].[K+].Br.BrCC([C:16]1[CH:21]=[CH:20][CH:19]=[CH:18][N:17]=1)=O.[CH2:22]([OH:24])[CH3:23]. The catalyst is O. The product is [Br:1][C:2]1[CH:3]=[C:4]([S:8][CH2:23][C:22]([C:19]2[CH:18]=[N:17][CH:16]=[CH:21][CH:20]=2)=[O:24])[CH:5]=[CH:6][CH:7]=1. The yield is 0.560.